Dataset: Catalyst prediction with 721,799 reactions and 888 catalyst types from USPTO. Task: Predict which catalyst facilitates the given reaction. (1) Reactant: [C:1]([O:5][C:6](=[O:31])[NH:7][CH:8]1[CH2:13][CH2:12][CH:11]([NH:14][C:15]2[C:16]3[N:17]([C:21]([C:24]4[CH:29]=[CH:28][CH:27]=[C:26](Br)[N:25]=4)=[CH:22][N:23]=3)[CH:18]=[CH:19][N:20]=2)[CH2:10][CH2:9]1)([CH3:4])([CH3:3])[CH3:2].[Cl:32][C:33]1[CH:40]=[CH:39][CH:38]=[CH:37][C:34]=1[CH2:35][NH2:36].CN(C1C(C2C(P(C3CCCCC3)C3CCCCC3)=CC=CC=2)=CC=CC=1)C.CC([O-])(C)C.[Na+]. Product: [C:1]([O:5][C:6](=[O:31])[NH:7][CH:8]1[CH2:13][CH2:12][CH:11]([NH:14][C:15]2[C:16]3[N:17]([C:21]([C:24]4[CH:29]=[CH:28][CH:27]=[C:26]([NH:36][CH2:35][C:34]5[CH:37]=[CH:38][CH:39]=[CH:40][C:33]=5[Cl:32])[N:25]=4)=[CH:22][N:23]=3)[CH:18]=[CH:19][N:20]=2)[CH2:10][CH2:9]1)([CH3:4])([CH3:3])[CH3:2]. The catalyst class is: 62. (2) Reactant: [NH2:1][CH2:2][C:3]1[C:12](=[O:13])[C:11]2[C:6](=[CH:7][C:8]([F:14])=[CH:9][CH:10]=2)[N:5]([C:15]2[CH:20]=[CH:19][CH:18]=[CH:17][C:16]=2[F:21])[CH:4]=1.C(N(CC)CC)C.[Cl:29][C:30]1[CH:38]=[CH:37][C:33]([C:34](Cl)=[O:35])=[CH:32][N:31]=1. Product: [Cl:29][C:30]1[CH:38]=[CH:37][C:33]([C:34]([NH:1][CH2:2][C:3]2[C:12](=[O:13])[C:11]3[C:6](=[CH:7][C:8]([F:14])=[CH:9][CH:10]=3)[N:5]([C:15]3[CH:20]=[CH:19][CH:18]=[CH:17][C:16]=3[F:21])[CH:4]=2)=[O:35])=[CH:32][N:31]=1. The catalyst class is: 59.